This data is from Peptide-MHC class II binding affinity with 134,281 pairs from IEDB. The task is: Regression. Given a peptide amino acid sequence and an MHC pseudo amino acid sequence, predict their binding affinity value. This is MHC class II binding data. (1) The peptide sequence is FGSEDGSGDSENPGTARAWC. The MHC is HLA-DQA10301-DQB10302 with pseudo-sequence HLA-DQA10301-DQB10302. The binding affinity (normalized) is 0. (2) The peptide sequence is GGGGESFGIVVAWQV. The MHC is DRB1_0401 with pseudo-sequence DRB1_0401. The binding affinity (normalized) is 0.0774. (3) The peptide sequence is GELQIVDKIDACFKI. The MHC is DRB1_1201 with pseudo-sequence DRB1_1201. The binding affinity (normalized) is 0.577. (4) The peptide sequence is MFRNDLQFGFGWFSY. The MHC is DRB1_0101 with pseudo-sequence DRB1_0101. The binding affinity (normalized) is 0. (5) The MHC is HLA-DPA10201-DPB10101 with pseudo-sequence HLA-DPA10201-DPB10101. The peptide sequence is SGGFSTTVSTEQNVP. The binding affinity (normalized) is 0.188.